Dataset: Forward reaction prediction with 1.9M reactions from USPTO patents (1976-2016). Task: Predict the product of the given reaction. (1) Given the reactants [CH2:1]([O:5][C:6]1[CH:11]=[CH:10][CH:9]=[CH:8][C:7]=1[CH:12]=[CH:13][C:14]([O:16][CH2:17][CH3:18])=[O:15])[CH:2]([CH3:4])[CH3:3].[H][H], predict the reaction product. The product is: [CH2:1]([O:5][C:6]1[CH:11]=[CH:10][CH:9]=[CH:8][C:7]=1[CH2:12][CH2:13][C:14]([O:16][CH2:17][CH3:18])=[O:15])[CH:2]([CH3:4])[CH3:3]. (2) The product is: [NH2:15][C:13](=[O:14])[CH2:12][CH2:11][C@H:3]([NH:2][C:29]([C:25]1[C:24](=[O:32])[N:23]([CH:22]([C:16]2[CH:21]=[CH:20][CH:19]=[CH:18][CH:17]=2)[C:33]2[CH:34]=[CH:35][CH:36]=[CH:37][CH:38]=2)[CH:28]=[CH:27][CH:26]=1)=[O:30])[C:4]([O:6][C:7]([CH3:10])([CH3:8])[CH3:9])=[O:5]. Given the reactants Cl.[NH2:2][C@@H:3]([CH2:11][CH2:12][C:13]([NH2:15])=[O:14])[C:4]([O:6][C:7]([CH3:10])([CH3:9])[CH3:8])=[O:5].[C:16]1([CH:22]([C:33]2[CH:38]=[CH:37][CH:36]=[CH:35][CH:34]=2)[N:23]2[CH:28]=[CH:27][CH:26]=[C:25]([C:29](O)=[O:30])[C:24]2=[O:32])[CH:21]=[CH:20][CH:19]=[CH:18][CH:17]=1.CN(C(ON1N=NC2C=CC=CC1=2)=[N+](C)C)C.F[P-](F)(F)(F)(F)F.CCN(C(C)C)C(C)C, predict the reaction product. (3) Given the reactants [Cl:1][C:2]1[CH:31]=[C:30]([Cl:32])[CH:29]=[CH:28][C:3]=1[O:4][C:5]1[CH:10]=[CH:9][CH:8]=[CH:7][C:6]=1[NH:11][S:12]([C:15]1[CH:27]=[CH:26][C:18]([C:19]([NH:21][CH2:22][C:23]([OH:25])=O)=[O:20])=[CH:17][CH:16]=1)(=[O:14])=[O:13].C(OC([N:40]1[CH2:45][CH2:44][CH:43]([NH2:46])[CH2:42][CH2:41]1)=O)(C)(C)C, predict the reaction product. The product is: [ClH:1].[Cl:1][C:2]1[CH:31]=[C:30]([Cl:32])[CH:29]=[CH:28][C:3]=1[O:4][C:5]1[CH:10]=[CH:9][CH:8]=[CH:7][C:6]=1[NH:11][S:12]([C:15]1[CH:16]=[CH:17][C:18]([C:19]([NH:21][CH2:22][C:23](=[O:25])[NH:46][CH:43]2[CH2:44][CH2:45][NH:40][CH2:41][CH2:42]2)=[O:20])=[CH:26][CH:27]=1)(=[O:14])=[O:13]. (4) Given the reactants [CH3:1][N:2]1[CH:6]=[CH:5][N:4]=[C:3]1[C:7]([C:14]1[CH:19]=[CH:18][CH:17]=[CH:16][CH:15]=1)=[C:8]1[CH2:13][CH2:12][NH:11][CH2:10][CH2:9]1, predict the reaction product. The product is: [CH3:1][N:2]1[CH:6]=[CH:5][N:4]=[C:3]1[CH:7]([C:14]1[CH:19]=[CH:18][CH:17]=[CH:16][CH:15]=1)[CH:8]1[CH2:9][CH2:10][NH:11][CH2:12][CH2:13]1.